The task is: Binary Classification. Given a drug SMILES string, predict its activity (active/inactive) in a high-throughput screening assay against a specified biological target.. This data is from Orexin1 receptor HTS with 218,158 compounds and 233 confirmed actives. (1) The compound is O1C(C(CN(C(CO)C)C(=O)c2c1ccc(NC(=O)Cc1ccccc1)c2)C)CN(C)C(=O)Nc1ccccc1. The result is 0 (inactive). (2) The molecule is Clc1c(NC(=O)COC)cc(C(=O)NCCc2ccccc2)cc1. The result is 0 (inactive). (3) The drug is o1c(C(=O)N2CC(CCC2)C)cc2c1c1c(nc2C)cccc1. The result is 0 (inactive). (4) The molecule is O(CCCC)C(=O)c1ccc(NC(=O)C(=O)NCc2ncccc2)cc1. The result is 0 (inactive). (5) The drug is O1CCN(CC1)c1ccc(cc1)c1nc2c(c(c1)C)cccc2. The result is 1 (active). (6) The compound is [O-]\[N+](C(C)(C)\C=N\O)=C/c1occc1. The result is 0 (inactive).